This data is from Reaction yield outcomes from USPTO patents with 853,638 reactions. The task is: Predict the reaction yield, written as a fraction of the theoretical maximum amount of product (1.0 means a 100% yield; for example, 0.34 means a 34% yield). (1) The reactants are [F:1][C:2]1[CH:24]=[CH:23][CH:22]=[CH:21][C:3]=1[CH2:4][C:5]1[C:9]([CH:10]=O)=[CH:8][N:7]([CH2:12][C:13]2[CH:18]=[CH:17][C:16]([O:19][CH3:20])=[CH:15][CH:14]=2)[N:6]=1.Cl.[NH2:26][OH:27].C([O-])(=O)C.[Na+]. The product is [F:1][C:2]1[CH:24]=[CH:23][CH:22]=[CH:21][C:3]=1[CH2:4][C:5]1[C:9]([CH:10]=[N:26][OH:27])=[CH:8][N:7]([CH2:12][C:13]2[CH:18]=[CH:17][C:16]([O:19][CH3:20])=[CH:15][CH:14]=2)[N:6]=1. The catalyst is CO.O. The yield is 0.600. (2) The reactants are [F:1][C:2]1[CH:10]=[C:9]2[C:5]([CH2:6][C:7](=[O:11])[NH:8]2)=[CH:4][CH:3]=1.[Li]CCCC.CCCCCC.[CH3:23][O:24][C:25]1[CH:43]=[C:42]([O:44][CH3:45])[CH:41]=[CH:40][C:26]=1[CH2:27][N:28]([CH3:39])[C:29]1[CH:30]=[C:31]2[C:35](=[CH:36][CH:37]=1)[C:34](=O)[O:33][CH2:32]2.Cl.[OH-].[Na+]. The catalyst is C(COC)OC.C1C=CC=CC=1. The product is [CH3:23][O:24][C:25]1[CH:43]=[C:42]([O:44][CH3:45])[CH:41]=[CH:40][C:26]=1[CH2:27][N:28]([CH3:39])[C:29]1[CH:30]=[C:31]2[C:35](=[CH:36][CH:37]=1)[C:34](=[C:6]1[C:5]3[C:9](=[CH:10][C:2]([F:1])=[CH:3][CH:4]=3)[NH:8][C:7]1=[O:11])[O:33][CH2:32]2. The yield is 0.640. (3) The reactants are C[O:2][C:3]1[CH:11]=[C:10]([CH2:12][CH2:13][CH2:14][CH2:15][CH2:16][CH2:17][CH2:18][CH2:19][CH3:20])[CH:9]=[CH:8][C:4]=1[C:5]([OH:7])=[O:6].CCO.O.B(Br)(Br)Br. The catalyst is Cl. The product is [CH2:12]([C:10]1[CH:11]=[C:3]([OH:2])[C:4](=[CH:8][CH:9]=1)[C:5]([OH:7])=[O:6])[CH2:13][CH2:14][CH2:15][CH2:16][CH2:17][CH2:18][CH2:19][CH3:20]. The yield is 0.230. (4) The reactants are Br[CH:2]([C:7]1[CH:12]=[C:11]([Cl:13])[CH:10]=[C:9]([Cl:14])[CH:8]=1)[C:3]([F:6])([F:5])[F:4].[CH:15]([C:17]1[CH:22]=[CH:21][C:20]([N:23]2[CH:27]=[N:26][CH:25]=[N:24]2)=[CH:19][CH:18]=1)=[CH2:16].N1C=CC=CC=1C1C=CC=CN=1. The catalyst is ClC1C=CC=CC=1Cl.Cl[Cu]. The product is [Cl:14][C:9]1[CH:8]=[C:7]([CH:2]([C:3]([F:6])([F:5])[F:4])/[CH:16]=[CH:15]/[C:17]2[CH:18]=[CH:19][C:20]([N:23]3[CH:27]=[N:26][CH:25]=[N:24]3)=[CH:21][CH:22]=2)[CH:12]=[C:11]([Cl:13])[CH:10]=1. The yield is 0.320. (5) The reactants are [CH3:1][C:2]1[CH:3]=[CH:4][CH:5]=[CH:6][C:7]=1[NH2:8].CCN(CC)CC.[CH3:16][C:17]([CH3:22])([CH3:21])[C:18](Cl)=[O:19]. The catalyst is C(Cl)Cl. The product is [CH3:16][C:17]([CH3:22])([CH3:21])[C:18]([NH:8][C:7]1[CH:6]=[CH:5][CH:4]=[CH:3][C:2]=1[CH3:1])=[O:19]. The yield is 0.920. (6) The reactants are [CH3:1][S:2]([OH:5])(=[O:4])=[O:3].[C:6]([C@H:9]1[O:14][CH2:13][C@H:12]([NH:15][C:16]([C@@H:18]2[NH:32][C:31]3([CH2:37][CH2:36][C:35]([CH3:39])([CH3:38])[CH2:34][CH2:33]3)[C@:20]3([C:28]4[C:23](=[CH:24][C:25]([Cl:29])=[CH:26][CH:27]=4)[NH:22][C:21]3=[O:30])[C@H:19]2[C:40]2[CH:45]=[CH:44][N:43]=[C:42]([Cl:46])[C:41]=2[F:47])=[O:17])[CH2:11][CH2:10]1)(=[O:8])[NH2:7]. The catalyst is CC(O)C. The product is [OH2:3].[CH3:1][S:2]([OH:5])(=[O:4])=[O:3].[C:6]([C@H:9]1[O:14][CH2:13][C@H:12]([NH:15][C:16]([C@@H:18]2[NH:32][C:31]3([CH2:33][CH2:34][C:35]([CH3:39])([CH3:38])[CH2:36][CH2:37]3)[C@:20]3([C:28]4[C:23](=[CH:24][C:25]([Cl:29])=[CH:26][CH:27]=4)[NH:22][C:21]3=[O:30])[C@H:19]2[C:40]2[CH:45]=[CH:44][N:43]=[C:42]([Cl:46])[C:41]=2[F:47])=[O:17])[CH2:11][CH2:10]1)(=[O:8])[NH2:7]. The yield is 0.430. (7) The reactants are Br[C:2]1[CH:19]=[CH:18][C:5]2[N:6]=[C:7]([N:9]3[CH2:14][CH2:13][N:12]([CH:15]4[CH2:17][CH2:16]4)[CH2:11][CH2:10]3)[S:8][C:4]=2[CH:3]=1.B(O)(O)[C:21]1[C:26]([Cl:27])=[CH:25][N:24]=[C:23]([O:28][CH3:29])[CH:22]=1.CC(O[K])=O. The catalyst is CN(C=O)C.C1C=CC(P(C2C=CC=CC=2)[C-]2C=CC=C2)=CC=1.C1C=CC(P(C2C=CC=CC=2)[C-]2C=CC=C2)=CC=1.Cl[Pd]Cl.[Fe+2]. The product is [Cl:27][C:26]1[C:21]([C:2]2[CH:19]=[CH:18][C:5]3[N:6]=[C:7]([N:9]4[CH2:14][CH2:13][N:12]([CH:15]5[CH2:17][CH2:16]5)[CH2:11][CH2:10]4)[S:8][C:4]=3[CH:3]=2)=[CH:22][C:23]([O:28][CH3:29])=[N:24][CH:25]=1. The yield is 0.0600.